From a dataset of Catalyst prediction with 721,799 reactions and 888 catalyst types from USPTO. Predict which catalyst facilitates the given reaction. Reactant: [CH3:1][C:2]([CH3:6])([CH3:5])[CH2:3][NH2:4].[N:7]([C:10]1[CH:11]=[CH:12][C:13]([O:16][C:17](=[O:26])[N:18]([CH3:25])[C:19]2[CH:24]=[CH:23][CH:22]=[CH:21][CH:20]=2)=[N:14][CH:15]=1)=[C:8]=[S:9]. Product: [CH3:1][C:2]([CH3:6])([CH3:5])[CH2:3][NH:4][C:8](=[S:9])[NH:7][C:10]1[CH:11]=[CH:12][C:13]([O:16][C:17](=[O:26])[N:18]([CH3:25])[C:19]2[CH:24]=[CH:23][CH:22]=[CH:21][CH:20]=2)=[N:14][CH:15]=1. The catalyst class is: 4.